From a dataset of Reaction yield outcomes from USPTO patents with 853,638 reactions. Predict the reaction yield, written as a fraction of the theoretical maximum amount of product (1.0 means a 100% yield; for example, 0.34 means a 34% yield). (1) The reactants are [CH3:1][C:2]1([C:5]#[C:6][C:7]2[CH:12]=[C:11]([N+:13]([O-:15])=[O:14])[CH:10]=[CH:9][C:8]=2[NH:16]C(=O)CCC)[CH2:4][CH2:3]1.CCCC[N+](CCCC)(CCCC)CCCC.[F-]. The catalyst is C1COCC1. The product is [CH3:1][C:2]1([C:5]2[NH:16][C:8]3[C:7]([CH:6]=2)=[CH:12][C:11]([N+:13]([O-:15])=[O:14])=[CH:10][CH:9]=3)[CH2:4][CH2:3]1. The yield is 0.710. (2) The reactants are Br[C:2]1[C:16]([CH3:17])=[CH:15][C:5]([O:6][CH2:7][O:8][CH2:9][CH2:10][Si:11]([CH3:14])([CH3:13])[CH3:12])=[C:4]([O:18][CH3:19])[CH:3]=1.C([Li])CCC.[B:25](OC)([O:28]C)[O:26]C. The catalyst is C1COCC1. The product is [CH3:19][O:18][C:4]1[C:5]([O:6][CH2:7][O:8][CH2:9][CH2:10][Si:11]([CH3:14])([CH3:13])[CH3:12])=[CH:15][C:16]([CH3:17])=[C:2]([B:25]([OH:28])[OH:26])[CH:3]=1. The yield is 0.470. (3) The reactants are [Cl:1][C:2]1[C:10]([N+:11]([O-:13])=[O:12])=[CH:9][CH:8]=[C:7]([Cl:14])[C:3]=1[C:4](Cl)=[O:5].[OH-].[NH4+:16]. The catalyst is CCOCC. The product is [Cl:1][C:2]1[C:10]([N+:11]([O-:13])=[O:12])=[CH:9][CH:8]=[C:7]([Cl:14])[C:3]=1[C:4]([NH2:16])=[O:5]. The yield is 0.650. (4) The reactants are [C:1]([O:7][CH2:8][CH3:9])(=[O:6])[CH2:2][C:3]([CH3:5])=O.[CH:10](=O)[C:11]1[CH:16]=[CH:15][CH:14]=[CH:13][CH:12]=1.[NH4+:18].[OH-:19]. The catalyst is CCO.C(Cl)Cl. The product is [CH3:5][C:3]1[NH:18][C:3]([CH3:5])=[C:2]([C:1]([O:7][CH2:8][CH3:9])=[O:19])[CH:10]([C:11]2[CH:16]=[CH:15][CH:14]=[CH:13][CH:12]=2)[C:2]=1[C:1]([O:7][CH2:8][CH3:9])=[O:6]. The yield is 0.620. (5) The reactants are [S-:1][C:2]#[N:3].[K+].[C:5]([O:9][C:10](=[O:26])[NH:11][C:12]1[CH:17]=[CH:16][CH:15]=[C:14]([O:18][C:19]2[CH:24]=[CH:23][C:22]([NH2:25])=[CH:21][N:20]=2)[CH:13]=1)([CH3:8])([CH3:7])[CH3:6].BrBr. The catalyst is C(O)(=O)C. The product is [C:5]([O:9][C:10](=[O:26])[NH:11][C:12]1[CH:17]=[CH:16][CH:15]=[C:14]([O:18][C:19]2[N:20]=[C:21]3[S:1][C:2]([NH2:3])=[N:25][C:22]3=[CH:23][CH:24]=2)[CH:13]=1)([CH3:8])([CH3:6])[CH3:7]. The yield is 0.880.